This data is from hERG Central: cardiac toxicity at 1µM, 10µM, and general inhibition. The task is: Predict hERG channel inhibition at various concentrations. (1) The compound is CCC(C)c1ccc(S(=O)(=O)N2CCN(C(C)C(=O)NC3CCCC3)CC2)cc1. Results: hERG_inhib (hERG inhibition (general)): blocker. (2) The drug is Cc1cc(OCC(=O)NCCCn2ccnc2)c2c(C)c(C)c(=O)oc2c1. Results: hERG_inhib (hERG inhibition (general)): blocker.